This data is from Orexin1 receptor HTS with 218,158 compounds and 233 confirmed actives. The task is: Binary Classification. Given a drug SMILES string, predict its activity (active/inactive) in a high-throughput screening assay against a specified biological target. (1) The molecule is S(CCC(NC(OC(C)(C)C)=O)C(=O)N1CCC(CC1)C(=O)NC(C)C(=O)NC(c1ccccc1)C)C. The result is 0 (inactive). (2) The drug is s1c(N)c(c(c2ccncc2)c1)C(OCC)=O. The result is 0 (inactive). (3) The molecule is S(CC(=O)N1CCCc2c1cccc2)c1sc(NC(=O)c2ccc(cc2)C)nn1. The result is 0 (inactive). (4) The compound is O(c1cc2c(nccc2cc1OC)Cc1cc(OC)c(OC)cc1)C. The result is 0 (inactive). (5) The molecule is o1c2c(cc(c1=O)C(Oc1ccccc1)=O)cccc2OC. The result is 0 (inactive).